The task is: Regression. Given two drug SMILES strings and cell line genomic features, predict the synergy score measuring deviation from expected non-interaction effect.. This data is from NCI-60 drug combinations with 297,098 pairs across 59 cell lines. (1) Cell line: NCIH23. Drug 2: COCCOC1=C(C=C2C(=C1)C(=NC=N2)NC3=CC=CC(=C3)C#C)OCCOC.Cl. Drug 1: CCN(CC)CCNC(=O)C1=C(NC(=C1C)C=C2C3=C(C=CC(=C3)F)NC2=O)C. Synergy scores: CSS=3.29, Synergy_ZIP=0.398, Synergy_Bliss=-4.67, Synergy_Loewe=0.544, Synergy_HSA=-6.23. (2) Drug 1: COC1=C(C=C2C(=C1)N=CN=C2NC3=CC(=C(C=C3)F)Cl)OCCCN4CCOCC4. Drug 2: CC1=C(C(=O)C2=C(C1=O)N3CC4C(C3(C2COC(=O)N)OC)N4)N. Cell line: MOLT-4. Synergy scores: CSS=52.8, Synergy_ZIP=-5.44, Synergy_Bliss=-4.97, Synergy_Loewe=-19.7, Synergy_HSA=-1.63. (3) Drug 1: CS(=O)(=O)C1=CC(=C(C=C1)C(=O)NC2=CC(=C(C=C2)Cl)C3=CC=CC=N3)Cl. Drug 2: C1=C(C(=O)NC(=O)N1)N(CCCl)CCCl. Cell line: OVCAR-8. Synergy scores: CSS=24.8, Synergy_ZIP=-0.967, Synergy_Bliss=4.97, Synergy_Loewe=-3.14, Synergy_HSA=6.31. (4) Drug 1: C1=CN(C(=O)N=C1N)C2C(C(C(O2)CO)O)O.Cl. Drug 2: CCN(CC)CCNC(=O)C1=C(NC(=C1C)C=C2C3=C(C=CC(=C3)F)NC2=O)C. Cell line: SW-620. Synergy scores: CSS=21.2, Synergy_ZIP=-10.6, Synergy_Bliss=-1.15, Synergy_Loewe=-12.2, Synergy_HSA=-1.20. (5) Drug 1: C(=O)(N)NO. Drug 2: C1C(C(OC1N2C=NC3=C2NC=NCC3O)CO)O. Cell line: MDA-MB-435. Synergy scores: CSS=0.286, Synergy_ZIP=-0.258, Synergy_Bliss=-1.90, Synergy_Loewe=-0.760, Synergy_HSA=-1.52.